Predict the reaction yield, written as a fraction of the theoretical maximum amount of product (1.0 means a 100% yield; for example, 0.34 means a 34% yield). From a dataset of Reaction yield outcomes from USPTO patents with 853,638 reactions. (1) The product is [C:20]([O:19][C:17]([CH2:16][CH2:15][CH2:14][O:13][C:10]1[CH:11]=[CH:12][C:7]([C:6]([OH:25])=[O:5])=[CH:8][C:9]=1[CH3:24])=[O:18])([CH3:22])([CH3:23])[CH3:21]. The reactants are O.[OH-].[Li+].C[O:5][C:6](=[O:25])[C:7]1[CH:12]=[CH:11][C:10]([O:13][CH2:14][CH2:15][CH2:16][C:17]([O:19][C:20]([CH3:23])([CH3:22])[CH3:21])=[O:18])=[C:9]([CH3:24])[CH:8]=1. The catalyst is C1COCC1.O. The yield is 0.700. (2) The reactants are [N+:1]([C:4]1[N:5]=[CH:6][N:7]([C@@H:9]2[CH2:12][C@H:11]([O:13][S:14]([C:17]3[CH:22]=[CH:21][C:20]([CH3:23])=[CH:19][CH:18]=3)(=[O:16])=[O:15])[CH2:10]2)[CH:8]=1)([O-])=O.CCN(CC)CC.[C:31]1([CH2:41][C:42](O)=[O:43])[C:40]2[C:35](=[CH:36][CH:37]=[CH:38][CH:39]=2)[CH:34]=[CH:33][CH:32]=1. The catalyst is C(OCC)(=O)C.[Pd]. The product is [C:31]1([CH2:41][C:42]([NH:1][C:4]2[N:5]=[CH:6][N:7]([C@H:9]3[CH2:12][C@H:11]([O:13][S:14]([C:17]4[CH:22]=[CH:21][C:20]([CH3:23])=[CH:19][CH:18]=4)(=[O:16])=[O:15])[CH2:10]3)[CH:8]=2)=[O:43])[C:40]2[C:35](=[CH:36][CH:37]=[CH:38][CH:39]=2)[CH:34]=[CH:33][CH:32]=1. The yield is 0.720. (3) The reactants are C1(C)C=CC(S(O)(=O)=O)=CC=1.[F:12][C:13]1[CH:14]=[C:15]([C:19]2[CH:20]=[CH:21][C:22]3[O:26][CH2:25][C:24](=O)[C:23]=3[CH:28]=2)[CH:16]=[CH:17][CH:18]=1.[NH2:29][C:30]1[CH:31]=[C:32]([CH:41]=[CH:42][CH:43]=1)[O:33][CH2:34][C:35]([O:37][CH:38]([CH3:40])[CH3:39])=[O:36].C([BH3-])#N.[Na+]. The catalyst is CO. The product is [F:12][C:13]1[CH:14]=[C:15]([C:19]2[CH:20]=[CH:21][C:22]3[O:26][CH2:25][CH:24]([NH:29][C:30]4[CH:31]=[C:32]([CH:41]=[CH:42][CH:43]=4)[O:33][CH2:34][C:35]([O:37][CH:38]([CH3:39])[CH3:40])=[O:36])[C:23]=3[CH:28]=2)[CH:16]=[CH:17][CH:18]=1. The yield is 0.0600. (4) The reactants are C(OC([N:8]1[CH2:12][CH2:11][CH2:10][C@H:9]1[C:13]1[NH:17][C:16]2[CH:18]=[C:19]([C:22]3[C:23]4[S:29][CH:28]=[C:27]([C:30]5[CH:35]=[CH:34][C:33]([C:36]6[N:37]=[C:38]([C@@H:41]7[CH2:45][CH2:44][CH2:43][N:42]7[C:46](=[O:56])[C@@H:47]([NH:51][C:52]([O:54][CH3:55])=[O:53])[CH:48]([CH3:50])[CH3:49])[NH:39][CH:40]=6)=[CH:32][CH:31]=5)[C:24]=4[S:25][CH:26]=3)[CH:20]=[CH:21][C:15]=2[N:14]=1)=O)(C)(C)C.[ClH:57]. The catalyst is CO.O1CCOCC1. The product is [ClH:57].[CH3:55][O:54][C:52](=[O:53])[NH:51][C@H:47]([C:46]([N:42]1[CH2:43][CH2:44][CH2:45][C@H:41]1[C:38]1[NH:37][C:36]([C:33]2[CH:32]=[CH:31][C:30]([C:27]3[C:24]4[S:25][CH:26]=[C:22]([C:19]5[CH:20]=[CH:21][C:15]6[N:14]=[C:13]([C@@H:9]7[CH2:10][CH2:11][CH2:12][NH:8]7)[NH:17][C:16]=6[CH:18]=5)[C:23]=4[S:29][CH:28]=3)=[CH:35][CH:34]=2)=[CH:40][N:39]=1)=[O:56])[CH:48]([CH3:50])[CH3:49]. The yield is 0.970. (5) The reactants are [CH3:1][CH:2]([C:4]1[C:8]([CH2:9][CH2:10][C:11]([O:13][CH2:14][CH3:15])=[O:12])=[CH:7][NH:6][N:5]=1)[CH3:3].Cl[C:17]1[S:18][C:19]([C:22]([F:25])([F:24])[F:23])=[N:20][N:21]=1.[H-].[Na+].[H][H]. The catalyst is O.CN(C)C=O. The product is [CH3:3][CH:2]([C:4]1[C:8]([CH2:9][CH2:10][C:11]([O:13][CH2:14][CH3:15])=[O:12])=[CH:7][N:6]([C:17]2[S:18][C:19]([C:22]([F:25])([F:24])[F:23])=[N:20][N:21]=2)[N:5]=1)[CH3:1]. The yield is 0.500.